Dataset: Forward reaction prediction with 1.9M reactions from USPTO patents (1976-2016). Task: Predict the product of the given reaction. (1) Given the reactants [C:1](Cl)(Cl)=[S:2].[CH3:5][O:6][C:7]1[CH:14]=[C:13]([O:15][CH3:16])[CH:12]=[C:11]([O:17][CH3:18])[C:8]=1[CH2:9][NH2:10].[OH-].[Na+], predict the reaction product. The product is: [N:10]([CH2:9][C:8]1[C:11]([O:17][CH3:18])=[CH:12][C:13]([O:15][CH3:16])=[CH:14][C:7]=1[O:6][CH3:5])=[C:1]=[S:2]. (2) Given the reactants [Cl:1][C:2]1[C:3]([CH3:26])=[N:4][O:5][C:6]=1[N:7]([CH2:20][O:21][CH2:22][CH2:23][O:24][CH3:25])[S:8]([C:11]1[C:19]2[C:14](=[N:15][CH:16]=[CH:17][CH:18]=2)[S:13][CH:12]=1)(=[O:10])=[O:9].[Li]C(C)(C)C.[CH3:32][C:33]1[CH:40]=[C:39]2[O:41][CH2:42][O:43][C:38]2=[CH:37][C:34]=1[CH:35]=[O:36], predict the reaction product. The product is: [Cl:1][C:2]1[C:3]([CH3:26])=[N:4][O:5][C:6]=1[N:7]([CH2:20][O:21][CH2:22][CH2:23][O:24][CH3:25])[S:8]([C:11]1[C:19]2[C:14](=[N:15][CH:16]=[CH:17][CH:18]=2)[S:13][C:12]=1[CH:35]([OH:36])[C:34]1[CH:37]=[C:38]2[O:43][CH2:42][O:41][C:39]2=[CH:40][C:33]=1[CH3:32])(=[O:9])=[O:10]. (3) Given the reactants Br[C:2]1[C:15]2[C:16]3=[C:17]4[C:12](=[CH:13][CH:14]=2)[CH:11]=[CH:10][C:9](Br)=[C:8]4[CH:7]=[CH:6][C:5]3=[CH:4][CH:3]=1.[CH2:19]1[CH2:23]O[CH2:21][CH2:20]1.[CH2:24]([Li])[CH2:25][CH2:26][CH3:27].Br[CH2:30][CH2:31][CH2:32][CH2:33][CH2:34][CH2:35][CH2:36][CH2:37][CH2:38][CH2:39][CH2:40][CH3:41], predict the reaction product. The product is: [CH2:24]([C:2]1[C:15]2[C:16]3=[C:17]4[C:12](=[CH:13][CH:14]=2)[CH:11]=[CH:10][C:9]([CH2:30][CH2:31][CH2:32][CH2:33][CH2:34][CH2:35][CH2:36][CH2:37][CH2:38][CH2:39][CH2:40][CH3:41])=[C:8]4[CH:7]=[CH:6][C:5]3=[CH:4][CH:3]=1)[CH2:25][CH2:26][CH2:27][CH2:21][CH2:20][CH2:19][CH2:23][CH2:15][CH2:2][CH2:3][CH3:4]. (4) The product is: [I:21][C:22]1[C:30]2[C:25](=[CH:26][N:27]=[CH:28][CH:29]=2)[N:24]([CH2:31][C:32]2[CH:33]=[CH:34][C:35]([O:38][C:39](=[O:41])[CH3:40])=[CH:36][CH:37]=2)[CH:23]=1.[I:21][C:22]1[C:30]2[C:25](=[CH:26][N:27]=[CH:28][CH:29]=2)[N:24]([CH2:31][C:32]2[CH:37]=[CH:36][C:35]([OH:38])=[CH:34][CH:33]=2)[CH:23]=1. Given the reactants ClCC1C=CC(OC(=O)C)=CC=1.C(Br)C1C=CC=CC=1.[I:21][C:22]1[C:30]2[C:25](=[CH:26][N:27]=[CH:28][CH:29]=2)[N:24]([CH2:31][C:32]2[CH:37]=[CH:36][C:35]([O:38][C:39](=[O:41])[CH3:40])=[CH:34][CH:33]=2)[CH:23]=1.[Li+].[OH-], predict the reaction product. (5) Given the reactants [NH2:1][C:2]1[C:7]([C:8]([O:10][CH3:11])=[O:9])=[C:6]([OH:12])[C:5](Br)=[CH:4][CH:3]=1.[Si:14]([O:21][CH2:22][CH2:23][C:24]1[O:25][CH:26]=[CH:27][C:28]=1B(O)O)([C:17]([CH3:20])([CH3:19])[CH3:18])([CH3:16])[CH3:15], predict the reaction product. The product is: [NH2:1][C:2]1[C:7]([C:8]([O:10][CH3:11])=[O:9])=[C:6]([OH:12])[C:5]([C:28]2[CH:27]=[CH:26][O:25][C:24]=2[CH2:23][CH2:22][O:21][Si:14]([C:17]([CH3:20])([CH3:19])[CH3:18])([CH3:16])[CH3:15])=[CH:4][CH:3]=1. (6) Given the reactants C([N:8]1[CH2:12][CH2:11][C:10]2([C:16]3[CH:17]=[CH:18][CH:19]=[CH:20][C:15]=3[CH2:14][O:13]2)[CH2:9]1)C1C=CC=CC=1, predict the reaction product. The product is: [NH:8]1[CH2:12][CH2:11][C:10]2([C:16]3[CH:17]=[CH:18][CH:19]=[CH:20][C:15]=3[CH2:14][O:13]2)[CH2:9]1. (7) Given the reactants [ClH:1].Cl.C([C:6]1[CH:7]=[C:8](/[CH:12]=[CH:13]/[CH2:14][N:15]([C:20]2[CH:25]=[CH:24][C:23]([O:26][CH:27]3[CH2:32][CH2:31][N:30]([C:33]4[CH2:37][CH2:36][CH2:35][N:34]=4)[CH2:29][CH2:28]3)=[C:22]([C:38](=[O:40])[NH2:39])[CH:21]=2)[S:16]([CH3:19])(=[O:18])=[O:17])[CH:9]=[CH:10][CH:11]=1)(=N)N.[C:41](=[O:55])([O:45][C:46]1[CH:51]=CC([N+]([O-])=O)=CC=1)OCC.C([N:58]([CH2:61]C)CC)C.Cl.C[N:65](C)C=O, predict the reaction product. The product is: [ClH:1].[ClH:1].[C:38]([C:22]1[CH:21]=[C:20]([N:15]([CH2:14]/[CH:13]=[CH:12]/[C:8]2[CH:9]=[CH:10][CH:11]=[C:6]([NH:65][C:41]([O:45][CH2:46][CH3:51])=[O:55])[C:7]=2[CH:61]=[NH:58])[S:16]([CH3:19])(=[O:18])=[O:17])[CH:25]=[CH:24][C:23]=1[O:26][CH:27]1[CH2:32][CH2:31][N:30]([C:33]2[CH2:37][CH2:36][CH2:35][N:34]=2)[CH2:29][CH2:28]1)(=[O:40])[NH2:39]. (8) Given the reactants [Cl:1][C:2]1[CH:7]=[CH:6][CH:5]=[C:4]([CH2:8][C:9]2[N:14]=[C:13](O)[CH:12]=[C:11]([O:16][CH3:17])[N:10]=2)[C:3]=1[NH:18][S:19]([CH:22]([F:24])[F:23])(=[O:21])=[O:20].CN(C)C1C=CC=CC=1.P(Cl)(Cl)([Cl:36])=O.O, predict the reaction product. The product is: [Cl:1][C:2]1[CH:7]=[CH:6][CH:5]=[C:4]([CH2:8][C:9]2[N:14]=[C:13]([Cl:36])[CH:12]=[C:11]([O:16][CH3:17])[N:10]=2)[C:3]=1[NH:18][S:19]([CH:22]([F:24])[F:23])(=[O:21])=[O:20]. (9) Given the reactants [F:1][C:2]1[CH:7]=[CH:6][C:5]([C:8]2[C:13]([N:14]3[CH2:19][CH2:18][CH:17]([C:20]([NH:22][C@H:23]4[CH2:27][CH2:26][O:25][CH2:24]4)=[O:21])[CH2:16][CH2:15]3)=[CH:12][N:11]=[CH:10][N:9]=2)=[CH:4][CH:3]=1.[H-].[Na+].[CH3:30]I.[Cl-].[NH4+], predict the reaction product. The product is: [F:1][C:2]1[CH:7]=[CH:6][C:5]([C:8]2[C:13]([N:14]3[CH2:19][CH2:18][CH:17]([C:20]([N:22]([CH3:30])[C@H:23]4[CH2:27][CH2:26][O:25][CH2:24]4)=[O:21])[CH2:16][CH2:15]3)=[CH:12][N:11]=[CH:10][N:9]=2)=[CH:4][CH:3]=1.